Dataset: Peptide-MHC class II binding affinity with 134,281 pairs from IEDB. Task: Regression. Given a peptide amino acid sequence and an MHC pseudo amino acid sequence, predict their binding affinity value. This is MHC class II binding data. (1) The peptide sequence is IPVGEIYKRWIILGL. The MHC is DRB1_0103 with pseudo-sequence DRB1_0103. The binding affinity (normalized) is 0.362. (2) The peptide sequence is LEASMLLDNMEVRGG. The MHC is DRB1_0301 with pseudo-sequence DRB1_0301. The binding affinity (normalized) is 0.686. (3) The peptide sequence is GINTRNMTMSMSMIL. The MHC is DRB1_0404 with pseudo-sequence DRB1_0404. The binding affinity (normalized) is 0.209.